Predict the reaction yield, written as a fraction of the theoretical maximum amount of product (1.0 means a 100% yield; for example, 0.34 means a 34% yield). From a dataset of Reaction yield outcomes from USPTO patents with 853,638 reactions. (1) The reactants are [H-].[Al+3].[Li+].[H-].[H-].[H-].[CH3:7][NH:8][C:9]1[C:14]([C:15](OCC)=[O:16])=[CH:13][N:12]=[C:11]([S:20][CH3:21])[N:10]=1. The catalyst is C1COCC1. The product is [CH3:7][NH:8][C:9]1[C:14]([CH2:15][OH:16])=[CH:13][N:12]=[C:11]([S:20][CH3:21])[N:10]=1. The yield is 0.850. (2) The product is [OH:3][CH2:4][CH2:5][C:6]1([CH2:10][CH2:11][OH:12])[CH2:9][O:8][CH2:7]1. The yield is 0.890. The reactants are C([O:3][C:4](=O)[CH2:5][C:6]1([CH2:10][C:11](OCC)=[O:12])[CH2:9][O:8][CH2:7]1)C.[Cl-].[NH4+]. The catalyst is C1COCC1.